Dataset: Forward reaction prediction with 1.9M reactions from USPTO patents (1976-2016). Task: Predict the product of the given reaction. (1) Given the reactants Cl.[N+:2]([C:5]1[CH:6]=[C:7]([N:11]2[CH2:16][CH2:15][NH:14][CH2:13][CH2:12]2)[CH:8]=[CH:9][CH:10]=1)([O-:4])=[O:3].Br[CH2:18][CH2:19][C:20]([O:22][CH2:23][CH3:24])=[O:21].C(=O)([O-])[O-].[K+].[K+].[I-].[K+], predict the reaction product. The product is: [N+:2]([C:5]1[CH:6]=[C:7]([N:11]2[CH2:16][CH2:15][N:14]([CH2:18][CH2:19][C:20]([O:22][CH2:23][CH3:24])=[O:21])[CH2:13][CH2:12]2)[CH:8]=[CH:9][CH:10]=1)([O-:4])=[O:3]. (2) Given the reactants Br[C:2]1[C:3]([N:22]2[CH2:25][C:24]([OH:27])([CH3:26])[CH2:23]2)=[N:4][CH:5]=[C:6]([CH:21]=1)[C:7]([NH:9][C:10]1[CH:15]=[CH:14][C:13]([O:16][C:17]([F:20])([F:19])[F:18])=[CH:12][CH:11]=1)=[O:8].[N:28]1[CH:33]=[C:32](B(O)O)[CH:31]=[N:30][CH:29]=1.C([O-])([O-])=O.[Na+].[Na+].CCO, predict the reaction product. The product is: [OH:27][C:24]1([CH3:26])[CH2:25][N:22]([C:3]2[C:2]([C:32]3[CH:33]=[N:28][CH:29]=[N:30][CH:31]=3)=[CH:21][C:6]([C:7]([NH:9][C:10]3[CH:15]=[CH:14][C:13]([O:16][C:17]([F:20])([F:19])[F:18])=[CH:12][CH:11]=3)=[O:8])=[CH:5][N:4]=2)[CH2:23]1. (3) Given the reactants C[O:2][C:3](=[O:25])[C:4]1[CH:9]=[CH:8][C:7]([S:10][CH2:11][C:12]2[CH:17]=[CH:16][C:15]([CH2:18][N:19]3[CH2:24][CH2:23][O:22][CH2:21][CH2:20]3)=[CH:14][CH:13]=2)=[CH:6][CH:5]=1.O1CCOCC1.Cl, predict the reaction product. The product is: [N:19]1([CH2:18][C:15]2[CH:16]=[CH:17][C:12]([CH2:11][S:10][C:7]3[CH:8]=[CH:9][C:4]([C:3]([OH:25])=[O:2])=[CH:5][CH:6]=3)=[CH:13][CH:14]=2)[CH2:24][CH2:23][O:22][CH2:21][CH2:20]1.